This data is from Forward reaction prediction with 1.9M reactions from USPTO patents (1976-2016). The task is: Predict the product of the given reaction. Given the reactants [N:1]1[C:10]2[C:5](=[CH:6][CH:7]=[CH:8][CH:9]=2)[CH:4]=[CH:3][C:2]=1[C:11]1[CH:12]=[CH:13][C:14]([NH2:17])=[N:15][CH:16]=1.[CH3:18][C:19]([O:22][C:23](O[C:23]([O:22][C:19]([CH3:21])([CH3:20])[CH3:18])=[O:24])=[O:24])([CH3:21])[CH3:20].CCN(C(C)C)C(C)C, predict the reaction product. The product is: [N:1]1[C:10]2[C:5](=[CH:6][CH:7]=[CH:8][CH:9]=2)[CH:4]=[CH:3][C:2]=1[C:11]1[CH:12]=[CH:13][C:14]([NH:17][C:23](=[O:24])[O:22][C:19]([CH3:21])([CH3:20])[CH3:18])=[N:15][CH:16]=1.